Task: Predict hERG channel inhibition at various concentrations.. Dataset: hERG Central: cardiac toxicity at 1µM, 10µM, and general inhibition (1) The compound is Cc1ccc(-n2nnnc2SCc2ccc(C(=O)O)cc2)cc1C. Results: hERG_inhib (hERG inhibition (general)): blocker. (2) The molecule is CC(CN1CCN(C/C=C/c2ccccc2)CC1)c1ccccc1.O=C(O)C(=O)O. Results: hERG_inhib (hERG inhibition (general)): blocker.